From a dataset of Peptide-MHC class II binding affinity with 134,281 pairs from IEDB. Regression. Given a peptide amino acid sequence and an MHC pseudo amino acid sequence, predict their binding affinity value. This is MHC class II binding data. (1) The peptide sequence is GELQVVDKIDAAFKI. The MHC is DRB1_0401 with pseudo-sequence DRB1_0401. The binding affinity (normalized) is 0.582. (2) The peptide sequence is DALTLRTATNIWIDH. The MHC is HLA-DQA10301-DQB10302 with pseudo-sequence HLA-DQA10301-DQB10302. The binding affinity (normalized) is 0.598. (3) The peptide sequence is QEALEDFREFSRAKG. The MHC is DRB1_0401 with pseudo-sequence DRB1_0401. The binding affinity (normalized) is 0.364. (4) The peptide sequence is SCRDQSEAQLALTII. The MHC is DRB1_0701 with pseudo-sequence DRB1_0701. The binding affinity (normalized) is 0.438. (5) The peptide sequence is RGHHRQVIGAAQLGR. The binding affinity (normalized) is 0. The MHC is DRB1_1101 with pseudo-sequence DRB1_1101.